Dataset: NCI-60 drug combinations with 297,098 pairs across 59 cell lines. Task: Regression. Given two drug SMILES strings and cell line genomic features, predict the synergy score measuring deviation from expected non-interaction effect. (1) Drug 1: CN1C(=O)N2C=NC(=C2N=N1)C(=O)N. Drug 2: C1CC(C1)(C2=CC=C(C=C2)C3=C(C=C4C(=N3)C=CN5C4=NNC5=O)C6=CC=CC=C6)N. Cell line: OVCAR3. Synergy scores: CSS=41.4, Synergy_ZIP=0.791, Synergy_Bliss=-0.889, Synergy_Loewe=-32.5, Synergy_HSA=-3.21. (2) Drug 1: CC1=CC=C(C=C1)C2=CC(=NN2C3=CC=C(C=C3)S(=O)(=O)N)C(F)(F)F. Drug 2: CC1=C(C(CCC1)(C)C)C=CC(=CC=CC(=CC(=O)O)C)C. Cell line: SNB-19. Synergy scores: CSS=-3.42, Synergy_ZIP=2.23, Synergy_Bliss=-1.06, Synergy_Loewe=-9.76, Synergy_HSA=-7.12.